From a dataset of Full USPTO retrosynthesis dataset with 1.9M reactions from patents (1976-2016). Predict the reactants needed to synthesize the given product. (1) Given the product [Br:7][C:8]1[CH:13]=[CH:12][C:11]([C:5]#[C:4][CH2:3][N:2]([CH3:6])[CH3:1])=[CH:10][CH:9]=1, predict the reactants needed to synthesize it. The reactants are: [CH3:1][N:2]([CH3:6])[CH2:3][C:4]#[CH:5].[Br:7][C:8]1[CH:13]=[CH:12][C:11](I)=[CH:10][CH:9]=1. (2) Given the product [NH2:46][C:42]([CH3:43])([CH3:41])[C:44]#[C:45][C:2]1[CH:11]=[C:10]2[C:5]([CH:6]=[C:7]([CH3:27])[C:8]([CH:20]([O:26][C:5]([CH3:10])([CH3:6])[CH3:4])[C:21]([OH:23])=[O:22])=[C:9]2[C:34]2[CH:33]=[C:32]3[C:37](=[CH:36][CH:35]=2)[O:28][CH2:29][CH2:30][CH2:31]3)=[CH:4][CH:3]=1, predict the reactants needed to synthesize it. The reactants are: Br[C:2]1[CH:11]=[C:10]2[C:5]([CH:6]=[C:7]([CH3:27])[C:8]([C:20](=[O:26])[C:21]([O:23]CC)=[O:22])=[C:9]2OS(C(F)(F)F)(=O)=O)=[CH:4][CH:3]=1.[O:28]1[C:37]2[C:32](=[CH:33][C:34](B(O)O)=[CH:35][CH:36]=2)[CH2:31][CH2:30][CH2:29]1.[CH3:41][C:42]([NH2:46])([C:44]#[CH:45])[CH3:43].